Dataset: Catalyst prediction with 721,799 reactions and 888 catalyst types from USPTO. Task: Predict which catalyst facilitates the given reaction. Reactant: [F:1][C:2]1[CH:3]=[C:4]([CH:6]=[CH:7][CH:8]=1)[NH2:5].CC(C)([O-])C.[K+].C(S[C:18]1[N:23]2[CH:24]=[CH:25][N:26]=[C:22]2[CH:21]=[C:20]([C:27]2[CH:32]=[CH:31][C:30]([O:33][CH3:34])=[C:29]([O:35][CH3:36])[CH:28]=2)[N:19]=1)C. Product: [F:1][C:2]1[CH:3]=[C:4]([NH:5][C:18]2[N:23]3[CH:24]=[CH:25][N:26]=[C:22]3[CH:21]=[C:20]([C:27]3[CH:32]=[CH:31][C:30]([O:33][CH3:34])=[C:29]([O:35][CH3:36])[CH:28]=3)[N:19]=2)[CH:6]=[CH:7][CH:8]=1. The catalyst class is: 16.